The task is: Predict the product of the given reaction.. This data is from Forward reaction prediction with 1.9M reactions from USPTO patents (1976-2016). (1) Given the reactants [CH3:1][N:2]1[CH2:30][CH2:29][C:5]2[N:6]([CH2:14][CH:15]([C:23]3[CH:28]=[CH:27][N:26]=[CH:25][CH:24]=3)[O:16][CH2:17]/[CH:18]=[CH:19]/[C:20]([OH:22])=[O:21])[C:7]3[CH:8]=[CH:9][C:10]([CH3:13])=[CH:11][C:12]=3[C:4]=2[CH2:3]1, predict the reaction product. The product is: [CH3:1][N:2]1[CH2:30][CH2:29][C:5]2[N:6]([CH2:14][CH:15]([C:23]3[CH:24]=[CH:25][N:26]=[CH:27][CH:28]=3)[O:16][CH2:17][CH2:18][CH2:19][C:20]([OH:22])=[O:21])[C:7]3[CH:8]=[CH:9][C:10]([CH3:13])=[CH:11][C:12]=3[C:4]=2[CH2:3]1. (2) Given the reactants Cl.Cl.Cl.[O:4]1[C:8]2=[C:9]([N:13]3[CH2:18][CH2:17][N:16]([CH2:19][CH2:20][C@H:21]4[CH2:26][CH2:25][C@H:24]([NH2:27])[CH2:23][CH2:22]4)[CH2:15][CH2:14]3)[N:10]=[CH:11][CH:12]=[C:7]2[CH2:6][CH2:5]1.[O:28]1[CH2:33][CH2:32][O:31][CH2:30][CH:29]1[CH2:34][C:35](O)=[O:36], predict the reaction product. The product is: [O:4]1[C:8]2=[C:9]([N:13]3[CH2:18][CH2:17][N:16]([CH2:19][CH2:20][C@H:21]4[CH2:26][CH2:25][C@H:24]([NH:27][C:35](=[O:36])[CH2:34][CH:29]5[CH2:30][O:31][CH2:32][CH2:33][O:28]5)[CH2:23][CH2:22]4)[CH2:15][CH2:14]3)[N:10]=[CH:11][CH:12]=[C:7]2[CH2:6][CH2:5]1. (3) Given the reactants [Br:1][C:2]1[CH:8]=[C:7]([Br:9])[CH:6]=[C:5]([Br:10])[C:3]=1[NH2:4].S(=O)(=O)(O)O.N([O-])=O.[Na+].NC(N)=O.[N-:24]=[N+:25]=[N-].[Na+], predict the reaction product. The product is: [N:4]([C:3]1[C:2]([Br:1])=[CH:8][C:7]([Br:9])=[CH:6][C:5]=1[Br:10])=[N+:24]=[N-:25]. (4) Given the reactants CO[C:3]([C:5]1[C:6]([OH:29])=[C:7]2[C:12](=[CH:13][N:14]=1)[N:11]([C:15]1[CH:20]=[CH:19][CH:18]=[CH:17][CH:16]=1)[C:10](=[O:21])[C:9]([CH2:22][C:23]1[CH:28]=[CH:27][CH:26]=[CH:25][CH:24]=1)=[CH:8]2)=[O:4].[NH2:30][CH2:31][CH2:32][C:33]([OH:35])=[O:34].C[O-].[Na+], predict the reaction product. The product is: [CH2:22]([C:9]1[C:10](=[O:21])[N:11]([C:15]2[CH:16]=[CH:17][CH:18]=[CH:19][CH:20]=2)[C:12]2[C:7]([CH:8]=1)=[C:6]([OH:29])[C:5]([C:3]([NH:30][CH2:31][CH2:32][C:33]([OH:35])=[O:34])=[O:4])=[N:14][CH:13]=2)[C:23]1[CH:24]=[CH:25][CH:26]=[CH:27][CH:28]=1.